Dataset: Reaction yield outcomes from USPTO patents with 853,638 reactions. Task: Predict the reaction yield, written as a fraction of the theoretical maximum amount of product (1.0 means a 100% yield; for example, 0.34 means a 34% yield). (1) The reactants are [Cl:1][C:2]1[CH:7]=[CH:6][C:5]([O:8][C:9]2[CH:14]=[CH:13][C:12]([CH2:15][CH2:16][OH:17])=[CH:11][C:10]=2[F:18])=[CH:4][C:3]=1[C:19]([F:22])([F:21])[F:20].[N:23]#[C:24][NH2:25].[F:26][C:27]([F:33])([F:32])[S:28]([OH:31])(=[O:30])=[O:29]. The yield is 0.238. The catalyst is C1COCC1. The product is [OH:31][S:28]([C:27]([F:33])([F:32])[F:26])(=[O:30])=[O:29].[C:24](=[NH:23])([O:17][CH2:16][CH2:15][C:12]1[CH:13]=[CH:14][C:9]([O:8][C:5]2[CH:6]=[CH:7][C:2]([Cl:1])=[C:3]([C:19]([F:22])([F:20])[F:21])[CH:4]=2)=[C:10]([F:18])[CH:11]=1)[NH2:25]. (2) The reactants are Br[C:2]1[CH:7]=[CH:6][C:5]([S:8]([NH:11][C@H:12]([C:16]([O:18][CH3:19])=[O:17])[CH:13]([CH3:15])[CH3:14])(=[O:10])=[O:9])=[CH:4][CH:3]=1.[C:20]([C:22]1[CH:23]=[C:24](B(O)O)[CH:25]=[CH:26][CH:27]=1)#[N:21].C(=O)([O-])[O-].[Na+].[Na+].C1(C)C=CC=CC=1. The catalyst is CCO.C(OCC)(=O)C.C1C=CC([P]([Pd]([P](C2C=CC=CC=2)(C2C=CC=CC=2)C2C=CC=CC=2)([P](C2C=CC=CC=2)(C2C=CC=CC=2)C2C=CC=CC=2)[P](C2C=CC=CC=2)(C2C=CC=CC=2)C2C=CC=CC=2)(C2C=CC=CC=2)C2C=CC=CC=2)=CC=1. The product is [C:20]([C:22]1[CH:27]=[C:26]([C:2]2[CH:7]=[CH:6][C:5]([S:8]([NH:11][C@H:12]([C:16]([O:18][CH3:19])=[O:17])[CH:13]([CH3:15])[CH3:14])(=[O:10])=[O:9])=[CH:4][CH:3]=2)[CH:25]=[CH:24][CH:23]=1)#[N:21]. The yield is 0.970. (3) The reactants are [C:1]1([C:7]2[N:12]=[N:11][C:10]([N:13]3[CH2:18][CH2:17][N:16]([C:19]4[N:24]=[CH:23][CH:22]=[CH:21][N:20]=4)[CH2:15][CH2:14]3)=[C:9](O)[CH:8]=2)[CH:6]=[CH:5][CH:4]=[CH:3][CH:2]=1.[OH-].[Na+].P(Cl)(Cl)([Cl:30])=O. No catalyst specified. The product is [Cl:30][C:9]1[CH:8]=[C:7]([C:1]2[CH:6]=[CH:5][CH:4]=[CH:3][CH:2]=2)[N:12]=[N:11][C:10]=1[N:13]1[CH2:18][CH2:17][N:16]([C:19]2[N:24]=[CH:23][CH:22]=[CH:21][N:20]=2)[CH2:15][CH2:14]1. The yield is 0.914. (4) The reactants are C(N(CC)CC)C.[CH3:8][C@H:9]1[C:17]2[C:16]([N:18]3[CH2:23][CH2:22][N:21]([C:24]([O:26][C:27]([CH3:30])([CH3:29])[CH3:28])=[O:25])[CH2:20][CH2:19]3)=[N:15][CH:14]=[N:13][C:12]=2[C:11](=[O:31])[CH2:10]1.O[C@H]1C2N=CN=C(N3CCN(C(OC(C)(C)C)=O)CC3)C=2[C@H](C)C1. The catalyst is C(Cl)Cl. The product is [OH:31][C@@H:11]1[C:12]2[N:13]=[CH:14][N:15]=[C:16]([N:18]3[CH2:23][CH2:22][N:21]([C:24]([O:26][C:27]([CH3:30])([CH3:29])[CH3:28])=[O:25])[CH2:20][CH2:19]3)[C:17]=2[C@H:9]([CH3:8])[CH2:10]1. The yield is 0.953. (5) The reactants are [NH2:1][C:2]([CH3:6])([CH3:5])[CH2:3][OH:4].[Br:7][C:8]1[CH:9]=[C:10]([S:14](Cl)(=[O:16])=[O:15])[CH:11]=[CH:12][CH:13]=1. No catalyst specified. The product is [Br:7][C:8]1[CH:9]=[C:10]([S:14]([NH:1][C:2]([CH3:6])([CH3:5])[CH2:3][OH:4])(=[O:16])=[O:15])[CH:11]=[CH:12][CH:13]=1. The yield is 0.890. (6) The reactants are C([N:8]1[CH2:13][CH2:12][N:11]([C:14]2[CH:26]=[CH:25][CH:24]=[CH:23][C:15]=2[CH:16]=[C:17]2[CH2:21][CH2:20][NH:19][C:18]2=[O:22])[CH2:10][CH2:9]1)C1C=CC=CC=1. The catalyst is CO.[Pd]. The product is [N:11]1([C:14]2[CH:26]=[CH:25][CH:24]=[CH:23][C:15]=2[CH2:16][CH:17]2[CH2:21][CH2:20][NH:19][C:18]2=[O:22])[CH2:10][CH2:9][NH:8][CH2:13][CH2:12]1. The yield is 0.820. (7) The reactants are [CH3:1][C:2]1[C:11]2[C:6](=[CH:7][CH:8]=[CH:9][CH:10]=2)[C:5]([S:12](Cl)(=[O:14])=[O:13])=[CH:4][CH:3]=1.[NH2:16][C:17]1[CH:18]=[C:19]2[C:24](=[CH:25][CH:26]=1)[CH2:23][N:22]([C:27]([O:29][C:30]([CH3:33])([CH3:32])[CH3:31])=[O:28])[CH2:21][CH2:20]2.N1C=CC=CC=1.CN(C1C=CC=CN=1)C. The catalyst is ClCCl. The product is [C:30]([O:29][C:27]([N:22]1[CH2:21][CH2:20][C:19]2[C:24](=[CH:25][CH:26]=[C:17]([NH:16][S:12]([C:5]3[C:6]4[C:11](=[CH:10][CH:9]=[CH:8][CH:7]=4)[C:2]([CH3:1])=[CH:3][CH:4]=3)(=[O:14])=[O:13])[CH:18]=2)[CH2:23]1)=[O:28])([CH3:33])([CH3:31])[CH3:32]. The yield is 0.740. (8) The reactants are [C:1]([O:5][C:6]([NH:8][C:9]1[CH:10]=[CH:11][C:12]([CH2:15][C:16]([O:18][CH2:19][CH3:20])=[O:17])=[N:13][CH:14]=1)=[O:7])([CH3:4])([CH3:3])[CH3:2]. The catalyst is C(O)C.C(O)(=O)C.[Pt]=O. The product is [C:1]([O:5][C:6]([NH:8][C@H:9]1[CH2:14][NH:13][C@@H:12]([CH2:15][C:16]([O:18][CH2:19][CH3:20])=[O:17])[CH2:11][CH2:10]1)=[O:7])([CH3:4])([CH3:3])[CH3:2]. The yield is 0.650.